This data is from Full USPTO retrosynthesis dataset with 1.9M reactions from patents (1976-2016). The task is: Predict the reactants needed to synthesize the given product. (1) The reactants are: [C:1]([O:4][CH2:5][C:6]1[N:7]=[C:8]([C:11]2[CH:16]=[CH:15][C:14]([Cl:17])=[CH:13][CH:12]=2)[S:9][CH:10]=1)(=[O:3])[CH3:2].[Cl:18][C:19]1[CH:26]=[CH:25][C:22]([CH2:23]Cl)=[CH:21][CH:20]=1.C1(P(C2C=CC=CC=2)C2C=CC=CC=2C2C=CC=CC=2N(C)C)C=CC=CC=1.C([O-])([O-])=O.[Cs+].[Cs+].C(O)(=O)C(C)(C)C. Given the product [Cl:17][C:14]1[CH:13]=[CH:12][C:11]([C:8]2[S:9][C:10]([CH2:23][C:22]3[CH:25]=[CH:26][C:19]([Cl:18])=[CH:20][CH:21]=3)=[C:6]([CH2:5][O:4][C:1](=[O:3])[CH3:2])[N:7]=2)=[CH:16][CH:15]=1, predict the reactants needed to synthesize it. (2) The reactants are: Br[C:2]1[CH:3]=[N:4][CH:5]=[CH:6][C:7]=1[N:8]1[CH2:13][CH2:12][CH:11]([C:14]([NH2:16])=[O:15])[CH2:10][CH2:9]1.[C:17]1(B(O)O)[CH:22]=[CH:21][CH:20]=[CH:19][CH:18]=1.P([O-])([O-])([O-])=O.C(=O)([O-])O.[Na+]. Given the product [C:17]1([C:2]2[CH:3]=[N:4][CH:5]=[CH:6][C:7]=2[N:8]2[CH2:13][CH2:12][CH:11]([C:14]([NH2:16])=[O:15])[CH2:10][CH2:9]2)[CH:22]=[CH:21][CH:20]=[CH:19][CH:18]=1, predict the reactants needed to synthesize it. (3) Given the product [CH3:1][N:2]1[CH:6]=[C:5]([N:7]2[C:19]3[C:18]4[CH:17]=[C:16]([C:20]5[CH:21]=[N:22][C:23]([O:38][CH2:39][CH2:35][OH:34])=[CH:24][CH:25]=5)[CH:15]=[CH:14][C:13]=4[N:12]=[CH:11][C:10]=3[N:9]([CH3:30])[C:8]2=[O:31])[C:4]([CH3:32])=[N:3]1, predict the reactants needed to synthesize it. The reactants are: [CH3:1][N:2]1[CH:6]=[C:5]([N:7]2[C:19]3[C:18]4[CH:17]=[C:16]([C:20]5[CH:21]=[N:22][C:23](NCCO)=[CH:24][CH:25]=5)[CH:15]=[CH:14][C:13]=4[N:12]=[CH:11][C:10]=3[N:9]([CH3:30])[C:8]2=[O:31])[C:4]([CH3:32])=[N:3]1.C[OH:34].[CH2:35]1[CH2:39][O:38]CC1. (4) The reactants are: C[O:2][C:3]1[CH:8]=[CH:7][N:6]=[C:5]2[NH:9][C:10]3[C:15]([C:4]=12)=[CH:14][C:13]([O:16]C)=[N:12][CH:11]=3.C(OCC)C.[ClH:23]. Given the product [ClH:23].[N:6]1[CH:7]=[CH:8][C:3]([OH:2])=[C:4]2[C:15]3[C:10]([NH:9][C:5]=12)=[CH:11][N:12]=[C:13]([OH:16])[CH:14]=3, predict the reactants needed to synthesize it. (5) Given the product [CH3:24][O:23][C:21](=[O:22])[CH:20]=[CH:55][C@H:32]([NH:31][C:30]([O:29][C:25]([CH3:27])([CH3:28])[CH3:26])=[O:54])[CH2:33][C:34]1[C:42]2[C:37](=[CH:38][CH:39]=[CH:40][CH:41]=2)[N:36]([CH2:43][CH:44]=[CH:45][C:46]2[CH:47]=[CH:48][CH:49]=[CH:50][CH:51]=2)[CH:35]=1, predict the reactants needed to synthesize it. The reactants are: C1(P(=[CH:20][C:21]([O:23][CH3:24])=[O:22])(C2C=CC=CC=2)C2C=CC=CC=2)C=CC=CC=1.[C:25]([O:29][C:30](=[O:54])[NH:31][CH:32](C=O)[CH2:33][C:34]1[C:42]2[C:37](=[CH:38][CH:39]=[CH:40][CH:41]=2)[N:36]([CH2:43][CH:44]=[CH:45][C:46]2[CH:51]=[CH:50][CH:49]=[CH:48][CH:47]=2)[CH:35]=1)([CH3:28])([CH3:27])[CH3:26].[CH2:55]1COCC1. (6) The reactants are: FC1C=C(C[C@H](NC(=O)CN2C3CCCCC=3C(C(F)(F)F)=N2)C2N(C3C=CC(OC)=CC=3)C=CN=2)C=C(F)C=1.Cl.[Cl:42][C:43]1[CH:48]=[CH:47][C:46]([C:49]2[O:53][CH:52]=[N:51][C:50]=2[CH:54]([NH2:64])[CH2:55][C:56]2[CH:61]=[C:60]([F:62])[CH:59]=[C:58]([F:63])[CH:57]=2)=[CH:45][CH:44]=1.[F:65][C:66]1[CH:67]=[C:68]2[C:72](=[CH:73][CH:74]=1)[NH:71][CH:70]=[C:69]2[CH2:75][C:76](O)=[O:77]. Given the product [Cl:42][C:43]1[CH:48]=[CH:47][C:46]([C:49]2[O:53][CH:52]=[N:51][C:50]=2[CH:54]([NH:64][C:76](=[O:77])[CH2:75][C:69]2[C:68]3[C:72](=[CH:73][CH:74]=[C:66]([F:65])[CH:67]=3)[NH:71][CH:70]=2)[CH2:55][C:56]2[CH:61]=[C:60]([F:62])[CH:59]=[C:58]([F:63])[CH:57]=2)=[CH:45][CH:44]=1, predict the reactants needed to synthesize it. (7) Given the product [F:41][C:2]([F:40])([F:1])[C@H:3]1[CH2:8][CH2:7][C@H:6]([NH:9][C:10]([C:12]2[CH:13]=[C:14]3[N:27]=[C:26]([NH:28][C:29]4[C:34]([Cl:35])=[C:33]([F:36])[CH:32]=[C:31]([CH2:37][NH:38][C:42](=[O:47])[C:43]([CH3:46])([CH3:45])[CH3:44])[C:30]=4[Cl:39])[NH:25][C:15]3=[N:16][C:17]=2[N:18]2[CH2:19][CH2:20][CH:21]([F:24])[CH2:22][CH2:23]2)=[O:11])[CH2:5][CH2:4]1, predict the reactants needed to synthesize it. The reactants are: [F:1][C:2]([F:41])([F:40])[C@H:3]1[CH2:8][CH2:7][C@H:6]([NH:9][C:10]([C:12]2[CH:13]=[C:14]3[N:27]=[C:26]([NH:28][C:29]4[C:34]([Cl:35])=[C:33]([F:36])[CH:32]=[C:31]([CH2:37][NH2:38])[C:30]=4[Cl:39])[NH:25][C:15]3=[N:16][C:17]=2[N:18]2[CH2:23][CH2:22][CH:21]([F:24])[CH2:20][CH2:19]2)=[O:11])[CH2:5][CH2:4]1.[C:42](Cl)(=[O:47])[C:43]([CH3:46])([CH3:45])[CH3:44].C1COCC1.